Dataset: Full USPTO retrosynthesis dataset with 1.9M reactions from patents (1976-2016). Task: Predict the reactants needed to synthesize the given product. (1) The reactants are: [CH3:1][C:2]1[CH:3]=[C:4]([CH:8]=[C:9]([CH3:11])[CH:10]=1)[C:5](O)=[O:6].S(Cl)([Cl:14])=O.S(=O)=O.Cl. Given the product [CH3:1][C:2]1[CH:3]=[C:4]([CH:8]=[C:9]([CH3:11])[CH:10]=1)[C:5]([Cl:14])=[O:6], predict the reactants needed to synthesize it. (2) Given the product [CH2:30]([O:37][C:38]([N:40]1[CH2:49][CH2:48][C:47]2[C:42](=[C:43]([C:77]3[CH:76]=[C:75]([CH2:74][C:73]([OH:86])=[O:72])[CH:80]=[CH:79][C:78]=3[O:81][CH:82]3[CH2:84][CH2:83]3)[CH:44]=[CH:45][C:46]=2[F:50])[CH2:41]1)=[O:39])[C:31]1[CH:36]=[CH:35][CH:34]=[CH:33][CH:32]=1, predict the reactants needed to synthesize it. The reactants are: C1(P(C2CCCCC2)C2C=CC=CC=2C2C(OC)=CC=CC=2OC)CCCCC1.[CH2:30]([O:37][C:38]([N:40]1[CH2:49][CH2:48][C:47]2[C:42](=[C:43](B3OC(C)(C)C(C)(C)O3)[CH:44]=[CH:45][C:46]=2[F:50])[CH2:41]1)=[O:39])[C:31]1[CH:36]=[CH:35][CH:34]=[CH:33][CH:32]=1.P([O-])([O-])([O-])=O.[K+].[K+].[K+].C([O:72][C:73](=[O:86])[CH2:74][C:75]1[CH:80]=[CH:79][C:78]([O:81][CH:82]2[CH2:84][CH2:83]2)=[C:77](Cl)[CH:76]=1)(C)(C)C. (3) Given the product [Br:1][C:2]1[C:10]2[C:5](=[CH:6][C:7]([NH2:11])=[CH:8][CH:9]=2)[N:4]([CH2:14][CH2:15][N:16]2[CH2:17][CH2:18][CH2:19][CH2:20]2)[N:3]=1, predict the reactants needed to synthesize it. The reactants are: [Br:1][C:2]1[C:10]2[C:5](=[CH:6][C:7]([N+:11]([O-])=O)=[CH:8][CH:9]=2)[N:4]([CH2:14][CH2:15][N:16]2[CH2:20][CH2:19][CH2:18][CH2:17]2)[N:3]=1.[Cl-].[NH4+].